The task is: Predict the reactants needed to synthesize the given product.. This data is from Full USPTO retrosynthesis dataset with 1.9M reactions from patents (1976-2016). Given the product [F:4][C:3]([F:6])([F:5])[C:1]([OH:7])=[O:2].[C:8]([CH2:10][C:11]1([N:32]2[CH:36]=[C:35]([C:47]3[C:48]([CH2:52][OH:53])=[N:49][NH:50][CH:51]=3)[CH:34]=[N:33]2)[CH2:12][N:13]([C:15]2[C:29]([F:30])=[CH:28][C:18]([C:19]([NH:21][C@@H:22]([CH3:27])[C:23]([F:26])([F:24])[F:25])=[O:20])=[C:17]([F:31])[CH:16]=2)[CH2:14]1)#[N:9], predict the reactants needed to synthesize it. The reactants are: [C:1]([OH:7])([C:3]([F:6])([F:5])[F:4])=[O:2].[C:8]([CH2:10][C:11]1([N:32]2[CH:36]=[C:35](B3OC(C)(C)C(C)(C)O3)[CH:34]=[N:33]2)[CH2:14][N:13]([C:15]2[C:29]([F:30])=[CH:28][C:18]([C:19]([NH:21][C@@H:22]([CH3:27])[C:23]([F:26])([F:25])[F:24])=[O:20])=[C:17]([F:31])[CH:16]=2)[CH2:12]1)#[N:9].Br[C:47]1[C:48]([CH2:52][OH:53])=[N:49][NH:50][CH:51]=1.